From a dataset of Forward reaction prediction with 1.9M reactions from USPTO patents (1976-2016). Predict the product of the given reaction. (1) Given the reactants [F:1][C:2]1[C:7]([F:8])=[CH:6][C:5]([N+:9]([O-])=O)=[CH:4][C:3]=1[C@:12]1([CH2:23][F:24])[CH2:17][C@@H:16]([C:18]([F:21])([F:20])[F:19])[O:15][C:14]([NH2:22])=[N:13]1, predict the reaction product. The product is: [NH2:9][C:5]1[CH:6]=[C:7]([F:8])[C:2]([F:1])=[C:3]([C@:12]2([CH2:23][F:24])[CH2:17][C@@H:16]([C:18]([F:21])([F:19])[F:20])[O:15][C:14]([NH2:22])=[N:13]2)[CH:4]=1. (2) Given the reactants [CH3:1][O:2][C:3]1[C:8](B(O)O)=[CH:7][CH:6]=[CH:5][N:4]=1.Br[C:13]1[CH:18]=[CH:17][C:16]([C@H:19]([N:21]2[C:29](=[O:30])[C:28]3[C:23](=[CH:24][CH:25]=[CH:26][CH:27]=3)[C:22]2=[O:31])[CH3:20])=[CH:15][CH:14]=1.C(=O)([O-])[O-].[Na+].[Na+], predict the reaction product. The product is: [CH3:1][O:2][C:3]1[C:8]([C:13]2[CH:14]=[CH:15][C:16]([C@H:19]([N:21]3[C:22](=[O:31])[C:23]4[C:28](=[CH:27][CH:26]=[CH:25][CH:24]=4)[C:29]3=[O:30])[CH3:20])=[CH:17][CH:18]=2)=[CH:7][CH:6]=[CH:5][N:4]=1. (3) Given the reactants [OH:1][C:2]12[CH2:6][C:4]([NH:7][C:8](=[O:10])[CH3:9])([CH2:5]1)[CH2:3]2.[CH3:11][C:12]([O:14][C:15]1[C:20]([C:21](Cl)=[O:22])=[CH:19][CH:18]=[CH:17][CH:16]=1)=[O:13], predict the reaction product. The product is: [C:12]([O:14][C:15]1[CH:16]=[CH:17][CH:18]=[CH:19][C:20]=1[C:21]([O:1][C:2]12[CH2:6][C:4]([NH:7][C:8](=[O:10])[CH3:9])([CH2:5]1)[CH2:3]2)=[O:22])(=[O:13])[CH3:11]. (4) Given the reactants [F:1][CH:2]([F:13])[CH:3]([CH3:12])[CH2:4][C:5]1([OH:11])[CH2:10][CH2:9][NH:8][CH2:7][CH2:6]1.[S:14]1[C:18]2=[CH:19][CH:20]=[CH:21][C:22]([S:23]([NH:26][C:27]3[CH:35]=[CH:34][C:30]([C:31](O)=[O:32])=[CH:29][CH:28]=3)(=[O:25])=[O:24])=[C:17]2[N:16]=[CH:15]1.CCN(C(C)C)C(C)C.CN(C(ON1N=NC2C=CC=NC1=2)=[N+](C)C)C.F[P-](F)(F)(F)(F)F, predict the reaction product. The product is: [F:13][CH:2]([F:1])[CH:3]([CH3:12])[CH2:4][C:5]1([OH:11])[CH2:6][CH2:7][N:8]([C:31]([C:30]2[CH:29]=[CH:28][C:27]([NH:26][S:23]([C:22]3[CH:21]=[CH:20][CH:19]=[C:18]4[S:14][CH:15]=[N:16][C:17]=34)(=[O:25])=[O:24])=[CH:35][CH:34]=2)=[O:32])[CH2:9][CH2:10]1. (5) Given the reactants C[O:2][C:3](=[O:17])[C@H:4]([CH3:16])[NH:5][C:6](=[O:15])[C:7]1[CH:12]=[CH:11][C:10]([CH3:13])=[CH:9][C:8]=1[CH3:14].[OH-].[K+], predict the reaction product. The product is: [CH3:14][C:8]1[CH:9]=[C:10]([CH3:13])[CH:11]=[CH:12][C:7]=1[C:6]([NH:5][C@H:4]([C:3]([OH:17])=[O:2])[CH3:16])=[O:15]. (6) Given the reactants [CH:1]1([NH:7][C:8]2[N:16]=[C:15]([NH:17][C:18]3[CH:23]=[CH:22][C:21]([C:24]4[CH2:25][CH2:26][NH:27][CH2:28][CH:29]=4)=[CH:20][C:19]=3[O:30][CH3:31])[N:14]=[C:13]3[C:9]=2[N:10]=[CH:11][NH:12]3)[CH2:6][CH2:5][CH2:4][CH2:3][CH2:2]1.C(N(C(C)C)C(C)C)C.[CH3:41][S:42](Cl)(=[O:44])=[O:43], predict the reaction product. The product is: [CH:1]1([NH:7][C:8]2[N:16]=[C:15]([NH:17][C:18]3[CH:23]=[CH:22][C:21]([C:24]4[CH2:25][CH2:26][N:27]([S:42]([CH3:41])(=[O:44])=[O:43])[CH2:28][CH:29]=4)=[CH:20][C:19]=3[O:30][CH3:31])[N:14]=[C:13]3[C:9]=2[N:10]=[CH:11][NH:12]3)[CH2:2][CH2:3][CH2:4][CH2:5][CH2:6]1. (7) Given the reactants Cl[C:2]1[C:11]2=[N:12][N:13](CC3C=CC(OC)=CC=3)[CH:14]=[C:10]2[C:9]2[CH:8]=[C:7]([O:24][CH3:25])[CH:6]=[CH:5][C:4]=2[N:3]=1.[CH3:26][N:27]1[CH2:35][C:34]2[C:29](=[CH:30][CH:31]=[C:32]([NH2:36])[CH:33]=2)[CH2:28]1.Cl, predict the reaction product. The product is: [CH3:25][O:24][C:7]1[CH:6]=[CH:5][C:4]2[N:3]=[C:2]([NH:36][C:32]3[CH:33]=[C:34]4[C:29](=[CH:30][CH:31]=3)[CH2:28][N:27]([CH3:26])[CH2:35]4)[C:11]3=[N:12][NH:13][CH:14]=[C:10]3[C:9]=2[CH:8]=1.